From a dataset of Catalyst prediction with 721,799 reactions and 888 catalyst types from USPTO. Predict which catalyst facilitates the given reaction. (1) Reactant: [NH2:1][C:2]1[CH:7]=[CH:6][CH:5]=[CH:4][N:3]=1.C(N(CC)CC)C.[C:15](Cl)(=[O:20])[C:16]([CH3:19])([CH3:18])[CH3:17].O. Product: [CH3:17][C:16]([CH3:19])([CH3:18])[C:15]([NH:1][C:2]1[CH:7]=[CH:6][CH:5]=[CH:4][N:3]=1)=[O:20]. The catalyst class is: 4. (2) Reactant: [OH:1][C:2]1[CH:3]=[C:4]2[C:8](=[CH:9][CH:10]=1)[C:7](=[O:11])[CH2:6][CH2:5]2.[C:12]1(B(O)O)[CH:17]=[CH:16][CH:15]=[CH:14][CH:13]=1.N1C=CC=CC=1. Product: [O:1]([C:2]1[CH:3]=[C:4]2[C:8](=[CH:9][CH:10]=1)[C:7](=[O:11])[CH2:6][CH2:5]2)[C:12]1[CH:17]=[CH:16][CH:15]=[CH:14][CH:13]=1. The catalyst class is: 221. (3) Reactant: [NH:1]1[CH2:6][CH2:5][CH:4]([CH2:7][OH:8])[CH2:3][CH2:2]1.[C:9](=O)([O:17]C1C=CC([N+]([O-])=O)=CC=1)[O:10][CH2:11][CH2:12][Si:13]([CH3:16])([CH3:15])[CH3:14].C(N(CC)C(C)C)(C)C. Product: [OH:8][CH2:7][CH:4]1[CH2:5][CH2:6][N:1]([C:9]([O:10][CH2:11][CH2:12][Si:13]([CH3:16])([CH3:15])[CH3:14])=[O:17])[CH2:2][CH2:3]1. The catalyst class is: 1. (4) Reactant: [Si]([O:8][CH2:9][CH2:10][N:11]([C:19]1[C:20]([Cl:30])=[N:21][N:22]([C:24]2[CH:25]=[N:26][CH:27]=[CH:28][CH:29]=2)[CH:23]=1)[C:12](=[O:18])[CH:13]([CH3:17])[CH2:14][S:15][CH3:16])(C(C)(C)C)(C)C.[F-].C([N+](CCCC)(CCCC)CCCC)CCC. Product: [Cl:30][C:20]1[C:19]([N:11]([CH2:10][CH2:9][OH:8])[C:12](=[O:18])[CH:13]([CH3:17])[CH2:14][S:15][CH3:16])=[CH:23][N:22]([C:24]2[CH:25]=[N:26][CH:27]=[CH:28][CH:29]=2)[N:21]=1. The catalyst class is: 334. (5) Reactant: [Cl-].[Na+].[OH:3][CH2:4][CH2:5][C:6]1[CH:11]=[CH:10][C:9]([S:12][CH2:13][C:14](O)=[O:15])=[C:8]([N+:17]([O-])=O)[CH:7]=1. Product: [OH:3][CH2:4][CH2:5][C:6]1[CH:11]=[CH:10][C:9]2[S:12][CH2:13][C:14](=[O:15])[NH:17][C:8]=2[CH:7]=1. The catalyst class is: 186. (6) Reactant: [C:1]([O:5][C:6](=[O:33])[CH2:7][CH2:8][CH2:9][O:10][C:11]1[CH:16]=[C:15]([Cl:17])[C:14](Br)=[CH:13][C:12]=1[S:19]([N:22]1[CH2:28][CH2:27][CH2:26][CH2:25][C:24]2[CH:29]=[CH:30][CH:31]=[CH:32][C:23]1=2)(=[O:21])=[O:20])([CH3:4])([CH3:3])[CH3:2].B1(B2[O:38][C:37]([CH3:40])([CH3:39])[C:36]([CH3:42])([CH3:41])[O:35]2)[O:38][C:37]([CH3:40])([CH3:39])[C:36]([CH3:42])([CH3:41])[O:35]1.[C:52]([O-])(=O)C.[K+]. Product: [C:1]([O:5][C:6](=[O:33])[CH2:7][CH2:8][CH2:9][O:10][C:11]1[CH:16]=[C:15]([Cl:17])[C:14]([CH:52]2[O:38][C:37]([CH3:40])([CH3:39])[C:36]([CH3:42])([CH3:41])[O:35]2)=[CH:13][C:12]=1[S:19]([N:22]1[CH2:28][CH2:27][CH2:26][CH2:25][C:24]2[CH:29]=[CH:30][CH:31]=[CH:32][C:23]1=2)(=[O:21])=[O:20])([CH3:4])([CH3:3])[CH3:2]. The catalyst class is: 75.